This data is from Forward reaction prediction with 1.9M reactions from USPTO patents (1976-2016). The task is: Predict the product of the given reaction. (1) Given the reactants [CH:1]1([CH:4]=O)[CH2:3][CH2:2]1.[Cl:6][C:7]1[CH:12]=[CH:11][C:10]([C:13]2[CH:14]=[CH:15][C:16]([C:19]#[C:20][C:21]3[CH:22]=[C:23]4[C:27](=[CH:28][CH:29]=3)[N:26]([CH2:30][CH2:31][NH:32][CH2:33][CH:34]3[CH2:36][CH2:35]3)[CH:25]=[CH:24]4)=[N:17][CH:18]=2)=[CH:9][CH:8]=1.[BH4-].[Na+], predict the reaction product. The product is: [Cl:6][C:7]1[CH:8]=[CH:9][C:10]([C:13]2[CH:14]=[CH:15][C:16]([C:19]#[C:20][C:21]3[CH:22]=[C:23]4[C:27](=[CH:28][CH:29]=3)[N:26]([CH2:30][CH2:31][N:32]([CH2:4][CH:1]3[CH2:3][CH2:2]3)[CH2:33][CH:34]3[CH2:35][CH2:36]3)[CH:25]=[CH:24]4)=[N:17][CH:18]=2)=[CH:11][CH:12]=1. (2) Given the reactants C([O:3][C:4](=[O:29])[CH2:5][C:6]1[CH:15]=[C:14]([C:16](=[O:27])[C:17]2[CH:22]=[CH:21][C:20]([S:23]([CH3:26])(=[O:25])=[O:24])=[CH:19][CH:18]=2)[C:13]2[C:8](=[CH:9][CH:10]=[C:11]([F:28])[CH:12]=2)[CH:7]=1)C.O.[OH-].[Li+], predict the reaction product. The product is: [F:28][C:11]1[CH:12]=[C:13]2[C:8](=[CH:9][CH:10]=1)[CH:7]=[C:6]([CH2:5][C:4]([OH:29])=[O:3])[CH:15]=[C:14]2[C:16](=[O:27])[C:17]1[CH:22]=[CH:21][C:20]([S:23]([CH3:26])(=[O:24])=[O:25])=[CH:19][CH:18]=1. (3) The product is: [CH3:1][C:2]1[C:10]2[C:5](=[CH:6][C:7]([C:11]([O:13][CH3:14])=[O:12])=[CH:8][CH:9]=2)[N:4]([CH2:16][CH2:17][CH2:18][C:19]2[CH:24]=[CH:23][CH:22]=[CH:21][CH:20]=2)[CH:3]=1. Given the reactants [CH3:1][C:2]1[C:10]2[C:5](=[CH:6][C:7]([C:11]([O:13][CH3:14])=[O:12])=[CH:8][CH:9]=2)[NH:4][CH:3]=1.Br[CH2:16][CH2:17][CH2:18][C:19]1[CH:24]=[CH:23][CH:22]=[CH:21][CH:20]=1.[OH-].[Na+].O, predict the reaction product. (4) Given the reactants [CH2:1]([O:3][C:4](=[N:6][OH:7])[CH3:5])[CH3:2].C(O[K])(C)(C)C.[CH2:14]([O:21][C:22](=[O:30])[C:23]1[CH:28]=[CH:27][C:26](F)=[CH:25][CH:24]=1)[C:15]1[CH:20]=[CH:19][CH:18]=[CH:17][CH:16]=1, predict the reaction product. The product is: [CH2:1]([O:3][C:4](=[N:6][O:7][C:26]1[CH:25]=[CH:24][C:23]([C:22]([O:21][CH2:14][C:15]2[CH:20]=[CH:19][CH:18]=[CH:17][CH:16]=2)=[O:30])=[CH:28][CH:27]=1)[CH3:5])[CH3:2]. (5) Given the reactants [C:1]([C@@H:4]1[C@:20]2([CH3:21])[CH:7]([CH:8]3[CH:17]([C:18](=[O:22])[CH2:19]2)[C@:16]2([CH3:23])[C:11](=[CH:12][C:13](=[O:24])[CH2:14][CH2:15]2)[CH2:10][CH2:9]3)[CH2:6][CH2:5]1)(=[O:3])[CH3:2].[CH2:25](O)C.C1COCC1.[BH4-].[Na+], predict the reaction product. The product is: [OH:22][C@@H:18]1[CH:17]2[CH:8]([CH2:9][CH2:10][C:11]3[C@:16]2([CH3:23])[CH2:15][CH2:14][C:13](=[O:24])[CH:12]=3)[CH:7]2[C@@:20]([CH3:21])([C@@H:4]([C:1]([OH:3])([CH3:25])[CH3:2])[CH2:5][CH2:6]2)[CH2:19]1. (6) Given the reactants [Br:1][C:2]1[CH:7]=[C:6]([F:8])[CH:5]=[CH:4][C:3]=1[S:9]([NH:12][C:13]1[C:22]([C:23]([O:25][CH3:26])=[O:24])=[C:21]2[C:16]([CH:17]3[CH2:27][CH:18]3[CH2:19][O:20]2)=[CH:15][CH:14]=1)(=[O:11])=[O:10].[H-].[Na+].Cl[C:31]([O:33][CH3:34])=[O:32].C(=O)(O)[O-].[Na+], predict the reaction product. The product is: [Br:1][C:2]1[CH:7]=[C:6]([F:8])[CH:5]=[CH:4][C:3]=1[S:9]([N:12]([C:13]1[C:22]([C:23]([O:25][CH3:26])=[O:24])=[C:21]2[C:16]([CH:17]3[CH2:27][CH:18]3[CH2:19][O:20]2)=[CH:15][CH:14]=1)[C:31]([O:33][CH3:34])=[O:32])(=[O:10])=[O:11]. (7) Given the reactants Cl[C:2]1[N:7]=[CH:6][C:5]([C@@H:8]([NH:10][C:11]([C@H:13]2[CH2:15][C@@H:14]2[C:16]2[CH:21]=[CH:20][CH:19]=[CH:18][CH:17]=2)=[O:12])[CH3:9])=[CH:4][CH:3]=1.[O:22]1[CH2:25][CH:24]([OH:26])[CH2:23]1.C(=O)([O-])[O-].[Cs+].[Cs+], predict the reaction product. The product is: [O:22]1[CH2:25][CH:24]([O:26][C:2]2[N:7]=[CH:6][C:5]([C@@H:8]([NH:10][C:11]([C@H:13]3[CH2:15][C@@H:14]3[C:16]3[CH:21]=[CH:20][CH:19]=[CH:18][CH:17]=3)=[O:12])[CH3:9])=[CH:4][CH:3]=2)[CH2:23]1.